This data is from Forward reaction prediction with 1.9M reactions from USPTO patents (1976-2016). The task is: Predict the product of the given reaction. (1) Given the reactants Cl.[NH2:2][C@@H:3]([CH2:6][C:7]1[CH:12]=[CH:11][C:10]([O:13][C:14]2[C:19]([N+:20]([O-:22])=[O:21])=[CH:18][CH:17]=[CH:16][N:15]=2)=[CH:9][CH:8]=1)[CH2:4][OH:5].[O:23]1[C@H:25]([CH2:26][O:27][C:28]2[CH:33]=[CH:32][CH:31]=[CH:30][CH:29]=2)[CH2:24]1.C(N(CC)C(C)C)(C)C, predict the reaction product. The product is: [OH:23][C@H:25]([CH2:26][O:27][C:28]1[CH:33]=[CH:32][CH:31]=[CH:30][CH:29]=1)[CH2:24][NH:2][C@@H:3]([CH2:6][C:7]1[CH:8]=[CH:9][C:10]([O:13][C:14]2[C:19]([N+:20]([O-:22])=[O:21])=[CH:18][CH:17]=[CH:16][N:15]=2)=[CH:11][CH:12]=1)[CH2:4][OH:5]. (2) Given the reactants CC1(C)[O:7][CH2:6][C:5]2([CH2:16][C:15](=O)[C:14]3[C:9](=[CH:10][CH:11]=[C:12]([C:18]4[CH:19]=[C:20]([CH:23]=[CH:24][CH:25]=4)[C:21]#[N:22])[CH:13]=3)[O:8]2)[CH2:4][O:3]1.C[Si]([N:31]=[C:32]=[N:33][Si](C)(C)C)(C)C, predict the reaction product. The product is: [C:21]([C:20]1[CH:19]=[C:18]([C:12]2[CH:13]=[C:14]3[C:9](=[CH:10][CH:11]=2)[O:8][C:5]([CH2:6][OH:7])([CH2:4][OH:3])[CH2:16]/[C:15]/3=[N:33]\[C:32]#[N:31])[CH:25]=[CH:24][CH:23]=1)#[N:22]. (3) Given the reactants [NH2:1][CH2:2][CH2:3][CH2:4][CH2:5][CH2:6][C:7]([O:9][CH3:10])=[O:8].[NH:11]1[C:19]2[C:14](=[CH:15][CH:16]=[CH:17][CH:18]=2)[CH:13]=[C:12]1[C:20](O)=[O:21].NC1C=CC=CC=1, predict the reaction product. The product is: [NH:11]1[C:19]2[C:14](=[CH:15][CH:16]=[CH:17][CH:18]=2)[CH:13]=[C:12]1[C:20]([NH:1][CH2:2][CH2:3][CH2:4][CH2:5][CH2:6][C:7]([O:9][CH3:10])=[O:8])=[O:21]. (4) The product is: [Cl:1][C:2]1[C:3]([CH3:26])=[C:4]([C:23](=[O:25])[CH3:24])[C:5]([O:22][CH2:28][CH2:29][OH:30])=[C:6]([O:10][CH2:11][CH2:12][CH:13]([C:15]2[CH:20]=[CH:19][C:18]([F:21])=[CH:17][CH:16]=2)[CH3:14])[C:7]=1[O:8][CH3:9]. Given the reactants [Cl:1][C:2]1[C:3]([CH3:26])=[C:4]([C:23](=[O:25])[CH3:24])[C:5]([OH:22])=[C:6]([O:10][CH2:11][CH2:12][CH:13]([C:15]2[CH:20]=[CH:19][C:18]([F:21])=[CH:17][CH:16]=2)[CH3:14])[C:7]=1[O:8][CH3:9].Br[CH2:28][CH2:29][OH:30], predict the reaction product.